Dataset: TCR-epitope binding with 47,182 pairs between 192 epitopes and 23,139 TCRs. Task: Binary Classification. Given a T-cell receptor sequence (or CDR3 region) and an epitope sequence, predict whether binding occurs between them. (1) The TCR CDR3 sequence is CASSLGWTGVTGELFF. The epitope is SEETGTLIV. Result: 0 (the TCR does not bind to the epitope). (2) The epitope is YLKLTDNVYIK. The TCR CDR3 sequence is CSAINRGDTEAFF. Result: 0 (the TCR does not bind to the epitope). (3) The epitope is PROT_97E67BCC. The TCR CDR3 sequence is CASSLRASGGSDTQYF. Result: 1 (the TCR binds to the epitope). (4) The epitope is KAYNVTQAF. The TCR CDR3 sequence is CASSLAVYLNTEAFF. Result: 1 (the TCR binds to the epitope). (5) Result: 1 (the TCR binds to the epitope). The epitope is FLNRFTTTL. The TCR CDR3 sequence is CASSQESFTGTYGYTF. (6) The epitope is FLLNKEMYL. The TCR CDR3 sequence is CASSSQTSGITDTQYF. Result: 0 (the TCR does not bind to the epitope). (7) The epitope is LQPFPQPELPYPQPQ. The TCR CDR3 sequence is CASSSIGVAGEETQYF. Result: 0 (the TCR does not bind to the epitope).